From a dataset of Full USPTO retrosynthesis dataset with 1.9M reactions from patents (1976-2016). Predict the reactants needed to synthesize the given product. (1) The reactants are: FC(F)(F)S(O[C:7]1[CH2:12][CH2:11][N:10]([C:13]([O:15][C:16]([CH3:19])([CH3:18])[CH3:17])=[O:14])[CH2:9][CH:8]=1)(=O)=O.[CH3:22][O:23][C:24]1[CH:29]=[C:28](B2OC(C)(C)C(C)(C)O2)[CH:27]=[CH:26][C:25]=1[NH:39][C:40](=[O:46])[O:41][C:42]([CH3:45])([CH3:44])[CH3:43].C([O-])(O)=O.[Na+].C(OCC)(=O)C. Given the product [C:42]([O:41][C:40]([NH:39][C:25]1[CH:26]=[CH:27][C:28]([C:7]2[CH2:12][CH2:11][N:10]([C:13]([O:15][C:16]([CH3:19])([CH3:18])[CH3:17])=[O:14])[CH2:9][CH:8]=2)=[CH:29][C:24]=1[O:23][CH3:22])=[O:46])([CH3:45])([CH3:44])[CH3:43], predict the reactants needed to synthesize it. (2) Given the product [Br:1][C:2]1[CH:7]=[C:6]([Cl:8])[C:5]([S:9]([N:12]([CH2:14][C:15]2[O:19][CH:18]=[C:17]([C:20]([NH:58][CH2:57][CH2:56][C:53]3[CH:54]=[CH:55][C:50]([C:46]4[NH:47][CH2:48][CH2:49][N:45]=4)=[CH:51][CH:52]=3)=[O:22])[CH:16]=2)[CH3:13])(=[O:10])=[O:11])=[C:4]([Cl:23])[CH:3]=1, predict the reactants needed to synthesize it. The reactants are: [Br:1][C:2]1[CH:7]=[C:6]([Cl:8])[C:5]([S:9]([N:12]([CH2:14][C:15]2[O:19][CH:18]=[C:17]([C:20]([OH:22])=O)[CH:16]=2)[CH3:13])(=[O:11])=[O:10])=[C:4]([Cl:23])[CH:3]=1.CCN=C=NCCCN(C)C.C1C=NC2N(O)N=NC=2C=1.[NH:45]1[CH2:49][CH2:48][N:47]=[C:46]1[C:50]1[CH:55]=[CH:54][C:53]([CH2:56][CH2:57][NH2:58])=[CH:52][CH:51]=1.Cl.CCN(C(C)C)C(C)C. (3) The reactants are: [Cl:1][C:2]1[CH:18]=[CH:17][C:5]2[CH2:6][CH2:7][N:8]([C:11](=[O:16])[C:12]([F:15])([F:14])[F:13])[CH2:9][CH2:10][C:4]=2[C:3]=1OS(C(F)(F)F)(=O)=O.[C:27]([N:31]1[CH2:35][CH2:34][N:33]([CH2:36][C:37]#[CH:38])[C:32]1=[O:39])([CH3:30])([CH3:29])[CH3:28]. Given the product [C:27]([N:31]1[CH2:35][CH2:34][N:33]([CH2:36][C:37]#[C:38][C:3]2[C:4]3[CH2:10][CH2:9][N:8]([C:11](=[O:16])[C:12]([F:15])([F:14])[F:13])[CH2:7][CH2:6][C:5]=3[CH:17]=[CH:18][C:2]=2[Cl:1])[C:32]1=[O:39])([CH3:30])([CH3:29])[CH3:28], predict the reactants needed to synthesize it. (4) The reactants are: [C:1]1([C:24]2[CH:29]=[CH:28][CH:27]=[CH:26][CH:25]=2)[CH:6]=[CH:5][CH:4]=[C:3]([CH2:7][N:8]2[C:13](=[O:14])[C:12]([C:15]([O:17][CH2:18][CH3:19])=[O:16])=[C:11]([OH:20])[C:10]([CH:21]([CH3:23])[CH3:22])=[N:9]2)[CH:2]=1.OC1C(C(C)C)=NNC(=O)[C:32]=1[C:41]([O:43]CC)=[O:42].[H-].[Na+].[C:48]1([C:54]2[CH:55]=[C:56]([CH:59]=[CH:60][CH:61]=2)CBr)[CH:53]=[CH:52][CH:51]=[CH:50][CH:49]=1.C[N:63](C)C=O. Given the product [C:1]1([C:24]2[CH:29]=[CH:28][CH:27]=[CH:26][CH:25]=2)[CH:6]=[CH:5][CH:4]=[C:3]([CH2:7][N:8]2[C:13](=[O:14])[C:12]([C:15]([NH:63][CH2:32][C:41]([OH:43])=[O:42])=[O:16])=[C:11]([OH:20])[C:10]([CH:21]([CH3:23])[CH3:22])=[N:9]2)[CH:2]=1.[C:54]1([C:48]2[CH:49]=[CH:50][CH:51]=[CH:52][CH:53]=2)[CH:61]=[CH:60][CH:59]=[CH:56][C:55]=1[CH2:7][N:8]1[C:13](=[O:14])[C:12]([C:15]([O:17][CH2:18][CH3:19])=[O:16])=[C:11]([OH:20])[C:10]([CH:21]([CH3:22])[CH3:23])=[N:9]1, predict the reactants needed to synthesize it. (5) Given the product [Cl-:12].[CH3:8][O:9][CH2:10][CH2:11][P+:3]([CH2:6][CH3:7])([CH2:4][CH3:5])[CH2:1][CH3:2], predict the reactants needed to synthesize it. The reactants are: [CH2:1]([P:3]([CH2:6][CH3:7])[CH2:4][CH3:5])[CH3:2].[CH3:8][O:9][CH2:10][CH2:11][Cl:12]. (6) Given the product [F:19][C:20]1[CH:25]=[C:24]([C:2]2[S:6][C:5]([C:7]([N:9]([C:11]3[CH:16]=[CH:15][CH:14]=[C:13]([O:17][CH3:18])[CH:12]=3)[CH3:10])=[O:8])=[CH:4][CH:3]=2)[CH:23]=[CH:22][CH:21]=1, predict the reactants needed to synthesize it. The reactants are: Br[C:2]1[S:6][C:5]([C:7]([N:9]([C:11]2[CH:16]=[CH:15][CH:14]=[C:13]([O:17][CH3:18])[CH:12]=2)[CH3:10])=[O:8])=[CH:4][CH:3]=1.[F:19][C:20]1[CH:21]=[C:22](B(O)O)[CH:23]=[CH:24][CH:25]=1. (7) Given the product [NH2:2][C:3]1[CH:7]=[CH:6][S:5][C:4]=1[C:8]([CH2:10][CH:11]([CH3:13])[CH3:12])=[CH2:9], predict the reactants needed to synthesize it. The reactants are: Cl.[NH2:2][C:3]1[CH:7]=[CH:6][S:5][C:4]=1/[C:8](=[CH:10]/[CH:11]([CH3:13])[CH3:12])/[CH3:9].NC1C=CSC=1/C(=C\C(C)C)/C. (8) Given the product [ClH:32].[NH2:7][C:8]1[CH2:9][O:10][CH2:11][C:12]([C:15]2[CH:16]=[C:17]([NH:21][C:22]([C:24]3[CH:29]=[CH:28][C:27]([Br:30])=[CH:26][N:25]=3)=[O:23])[CH:18]=[CH:19][CH:20]=2)([CH3:14])[N:13]=1, predict the reactants needed to synthesize it. The reactants are: C(OC(=O)[NH:7][C:8]1[CH2:9][O:10][CH2:11][C:12]([C:15]2[CH:20]=[CH:19][CH:18]=[C:17]([NH:21][C:22]([C:24]3[CH:29]=[CH:28][C:27]([Br:30])=[CH:26][N:25]=3)=[O:23])[CH:16]=2)([CH3:14])[N:13]=1)(C)(C)C.[ClH:32].O1CCOCC1. (9) Given the product [OH:2][CH2:1][C:3]1[N:7]([CH3:8])[CH:6]=[N:5][C:4]=1[C:9]1[CH:10]=[CH:11][C:12]([CH3:32])=[C:13]([NH:15][C:16](=[O:31])[C:17]2[CH:18]=[CH:19][C:20]([O:23][CH2:24][C:25]3[CH:30]=[CH:29][CH:28]=[CH:27][N:26]=3)=[CH:21][CH:22]=2)[CH:14]=1, predict the reactants needed to synthesize it. The reactants are: [CH:1]([C:3]1[N:7]([CH3:8])[CH:6]=[N:5][C:4]=1[C:9]1[CH:10]=[CH:11][C:12]([CH3:32])=[C:13]([NH:15][C:16](=[O:31])[C:17]2[CH:22]=[CH:21][C:20]([O:23][CH2:24][C:25]3[CH:30]=[CH:29][CH:28]=[CH:27][N:26]=3)=[CH:19][CH:18]=2)[CH:14]=1)=[O:2].[BH4-].[Na+].O. (10) The reactants are: [CH2:1]=[C:2]([C:4]1[CH:5]=[C:6]([C:14]2[N:15]=[C:16]([CH2:19][CH2:20][C:21]([O:23][CH3:24])=[O:22])[O:17][CH:18]=2)[CH:7]=[C:8]([C:10]([F:13])([F:12])[F:11])[CH:9]=1)C.I([O-])(=O)(=O)=[O:26].[Na+]. Given the product [C:2]([C:4]1[CH:5]=[C:6]([C:14]2[N:15]=[C:16]([CH2:19][CH2:20][C:21]([O:23][CH3:24])=[O:22])[O:17][CH:18]=2)[CH:7]=[C:8]([C:10]([F:13])([F:11])[F:12])[CH:9]=1)(=[O:26])[CH3:1], predict the reactants needed to synthesize it.